From a dataset of Forward reaction prediction with 1.9M reactions from USPTO patents (1976-2016). Predict the product of the given reaction. (1) Given the reactants [O:1]=[C:2]1[N:6]([CH2:7][CH2:8][NH:9][C:10](=[O:16])[O:11][C:12]([CH3:15])([CH3:14])[CH3:13])[C:5]2[CH:17]=[CH:18][CH:19]=[CH:20][C:4]=2[NH:3]1.[H-].[Na+].I[CH3:24], predict the reaction product. The product is: [CH3:24][N:3]1[C:4]2[CH:20]=[CH:19][CH:18]=[CH:17][C:5]=2[N:6]([CH2:7][CH2:8][NH:9][C:10](=[O:16])[O:11][C:12]([CH3:15])([CH3:14])[CH3:13])[C:2]1=[O:1]. (2) The product is: [O:30]=[C:4]1[C:3](=[CH:2][NH:45][C:42]2[CH:43]=[CH:44][C:39]([NH:38][CH2:37][CH2:36][N:31]3[CH2:35][CH2:34][CH2:33][CH2:32]3)=[CH:40][CH:41]=2)[C:11]2[C:6](=[CH:7][C:8]([C:12]([C:14]3[CH:15]=[C:16]([NH:20][C:21]([C:23]4[N:24]([CH3:29])[N:25]=[C:26]([CH3:28])[CH:27]=4)=[O:22])[CH:17]=[CH:18][CH:19]=3)=[O:13])=[CH:9][CH:10]=2)[NH:5]1. Given the reactants O[CH:2]=[C:3]1[C:11]2[C:6](=[CH:7][C:8]([C:12]([C:14]3[CH:15]=[C:16]([NH:20][C:21]([C:23]4[N:24]([CH3:29])[N:25]=[C:26]([CH3:28])[CH:27]=4)=[O:22])[CH:17]=[CH:18][CH:19]=3)=[O:13])=[CH:9][CH:10]=2)[NH:5][C:4]1=[O:30].[N:31]1([CH2:36][CH2:37][NH:38][C:39]2[CH:44]=[CH:43][C:42]([NH2:45])=[CH:41][CH:40]=2)[CH2:35][CH2:34][CH2:33][CH2:32]1, predict the reaction product. (3) Given the reactants [C:1](OC(=O)C)(=[O:3])[CH3:2].[OH:8][C:9]1[CH:14]=[CH:13][C:12]([C:15]2[CH:20]=[CH:19][CH:18]=[CH:17][CH:16]=2)=[CH:11][C:10]=1[CH2:21][CH2:22][CH3:23].N1C=CC=CC=1, predict the reaction product. The product is: [C:1]([O:8][C:9]1[CH:14]=[CH:13][C:12]([C:15]2[CH:20]=[CH:19][CH:18]=[CH:17][CH:16]=2)=[CH:11][C:10]=1[CH2:21][CH2:22][CH3:23])(=[O:3])[CH3:2]. (4) Given the reactants [N+:1]([C:4]1[CH:9]=[CH:8][C:7]([OH:10])=[CH:6][CH:5]=1)([O-:3])=[O:2].[OH-].[Na+].[Cl:13][C:14]1[N:19]=[C:18](Cl)[C:17]([C:21]([F:24])([F:23])[F:22])=[CH:16][N:15]=1.C(O)C, predict the reaction product. The product is: [Cl:13][C:14]1[N:15]=[C:16]([O:10][C:7]2[CH:8]=[CH:9][C:4]([N+:1]([O-:3])=[O:2])=[CH:5][CH:6]=2)[C:17]([C:21]([F:24])([F:22])[F:23])=[CH:18][N:19]=1.